Regression. Given a peptide amino acid sequence and an MHC pseudo amino acid sequence, predict their binding affinity value. This is MHC class I binding data. From a dataset of Peptide-MHC class I binding affinity with 185,985 pairs from IEDB/IMGT. (1) The peptide sequence is NQLYLTVSF. The MHC is HLA-B08:02 with pseudo-sequence HLA-B08:02. The binding affinity (normalized) is 0.0847. (2) The peptide sequence is VLFTVLAIV. The MHC is H-2-Db with pseudo-sequence H-2-Db. The binding affinity (normalized) is 0.114. (3) The peptide sequence is RFNAIWFNH. The MHC is HLA-B57:01 with pseudo-sequence HLA-B57:01. The binding affinity (normalized) is 0.0847. (4) The peptide sequence is GVGLSPFLL. The MHC is Patr-A0401 with pseudo-sequence Patr-A0401. The binding affinity (normalized) is 0. (5) The peptide sequence is NAWKVSCTI. The MHC is HLA-B51:01 with pseudo-sequence HLA-B51:01. The binding affinity (normalized) is 0.629. (6) The peptide sequence is TPYAGEPAPF. The MHC is HLA-B54:01 with pseudo-sequence HLA-B54:01. The binding affinity (normalized) is 0.149. (7) The peptide sequence is RHDITGFIL. The MHC is HLA-B15:09 with pseudo-sequence HLA-B15:09. The binding affinity (normalized) is 0.267. (8) The peptide sequence is VTLQKVLHV. The MHC is HLA-A02:01 with pseudo-sequence HLA-A02:01. The binding affinity (normalized) is 0.405. (9) The peptide sequence is ALALLLLDR. The MHC is HLA-A03:01 with pseudo-sequence HLA-A03:01. The binding affinity (normalized) is 0.256. (10) The peptide sequence is VRELAVALA. The MHC is HLA-B15:03 with pseudo-sequence HLA-B15:03. The binding affinity (normalized) is 0.162.